This data is from Experimentally validated miRNA-target interactions with 360,000+ pairs, plus equal number of negative samples. The task is: Binary Classification. Given a miRNA mature sequence and a target amino acid sequence, predict their likelihood of interaction. (1) The miRNA is hsa-miR-548o-5p with sequence AAAAGUAAUUGCGGUUUUUGCC. The protein sequence of the target gene is MQGEDARYLKRKVKGGNIDVHPSEKALIVHYEVEATILGEMGDPMLGERKECQKIIRLKSLNANTDITSLARKVVEECKLIHPSKLNEVEQLLYYLQNRRDSLSGKEKKEKSSKPKDPPPFEGMEIDEVANINDMDEYIELLYEDIPDKVRGSALILQLARNPDNLEELLLNETALGALARVLREDWKQSVELATNIIYIFFCFSSFSQFHGLITHYKIGALCMNIIDHELKRHELWQEELSKKKKAVDEDPENQTLRKDYEKTFKKYQGLVVKQEQLLRVALYLLLNLAEDTRTELKMR.... Result: 0 (no interaction). (2) The miRNA is hsa-miR-7850-5p with sequence GUUUGGACAUAGUGUGGCUGG. The protein sequence of the target gene is MLFPDDFSTWEQTFQELMQEEKPGAKWSLHLDKNIVPDGAALGWRQHQQTVLGRFQCSRCCRSWTSAQVMILCHMYPDTLKSQGQARMRIFGQKCQKCFGCQFETPKFSTEIIKRILNNLVNYILQRYYGHRKIALTSNASLGEKVTLDGPHDTRNCEACSLNSHGRCALAHKVKPPRSPSPLPKSSSPSKSCPPPPQTRNTDFGNKTFQDFGNRTFQGCREPPQREIEPPLFLFLSIAAFALFSLFTR. Result: 0 (no interaction). (3) The miRNA is mmu-miR-466j with sequence UGUGUGCAUGUGCAUGUGUGUAA. The protein sequence of the target gene is MAVTALAARTWLGVWGVRTMQARGFGSDQSENVDRGAGSIREAGGAFGKREQAEEERYFRAQSREQLAALKKHHEEEIVHHKKEIERLQKEIERHKQKIKMLKHDD. Result: 0 (no interaction). (4) The miRNA is hsa-miR-6770-3p with sequence CUGGCGGCUGUGUCUUCACAG. The protein sequence of the target gene is MSFLFGSRSSKTFKPKKNIPEGSHQYELLKHAEATLGSGNLRMAVMLPEGEDLNEWVAVNTVDFFNQINMLYGTITDFCTEESCPVMSAGPKYEYHWADGTNIKKPIKCSAPKYIDYLMTWVQDQLDDETLFPSKIGVPFPKNFMSVAKTILKRLFRVYAHIYHQHFDPVIQLQEEAHLNTSFKHFIFFVQEFNLIDRRELAPLQELIEKLTSKDR. Result: 0 (no interaction). (5) The miRNA is cel-miR-72-5p with sequence AGGCAAGAUGUUGGCAUAGCUGA. The protein sequence of the target gene is MLWALWPRWLADKMLPLLGAVLLQKREKRGPLWRHWRRETYPYYDLQVKVLRATNIRGTDLLSKADCYVQLWLPTASPSPAQTRIVANCSDPEWNETFHYQIHGAVKNVLELTLYDKDILGSDQLSLLLFDLRSLKCGQPHKHTFPLNHQDSQELQVEFVLEKSQVPASEVITNGVLVAHPCLRIQGTLRGDGTAPREEYGSRQLQLAVPGAYEKPQLLPLQPPTEPGLPPTFTFHVNPVLSSRLHVELMELLAAVQSGPSAELEAQTSKLGEGGILLSSLPLGQEEQCSVALGEGQEVA.... Result: 0 (no interaction). (6) The miRNA is mmu-miR-410-3p with sequence AAUAUAACACAGAUGGCCUGU. The protein sequence of the target gene is MGSKGVYQYHWQSHNVKHSGVDDMVLLSKITENSIVENLKKRYMDDYIFTYIGSVLISVNPFKQMPYFGEKEIEMYQGAAQYENPPHIYALADNMYRNMIIDRENQCVIISGESGAGKTVAAKYIMSYISRVSGGGTKVQHVKDIILQSNPLLEAFGNAKTVRNNNSSRFGKYFEIQFSPGGEPDGGKISNFLLEKSRVVMRNPGERSFHIFYQLIEGASAEQKHSLGITSMDYYYYLSLSGSYKVDDIDDRREFQETLHAMNVIGIFAEEQTLVLQIVAGILHLGNISFKEVGNYAAVE.... Result: 0 (no interaction). (7) The miRNA is mmu-miR-490-5p with sequence CCAUGGAUCUCCAGGUGGGU. The protein sequence of the target gene is MSGRSVPHAHPATAEYEFANPSRLGEQRFGEGLLPEEILTPTLYHGYYVRPRAAPAGEGSRAGASELRLSEGKFQAFLDVSHFTPDEVTVRTVDNLLEVSARHPQRLDRHGFVSREFCRTYVLPADVDPWRVRAALSHDGILNLEAPRGGRHLDTEVNEVYISLLPAPPDPEEEEEAAIVEP. Result: 0 (no interaction). (8) The protein sequence of the target gene is MEAHLADMESSGGPTSSLAGTSRNTHVEDDDVVFIESVQPPICAPAIPNERNFVFASSKHENPPGTDSTISPSWRDLTSQKGNLCETIVIDDEGDTDTNGGEEKNPTDFIEWGPNGNKSSTKNVDFPIASLSRSKTKTAVGPFNPGRIDVTDAFQNGRFAVHHNPDSWISQSASFPRNQKQQGVDSLSPVASLPKQIFQPSNQQPTKPVKVTCANCKKPLQKGQTAYQRKGSAHLFCSTTCLSSFSHKRTRKTRNVMCKKDSPVRTTTIVPPVESSKSLQGFYNASLSPYENCQSLRKEV.... The miRNA is hsa-miR-4302 with sequence CCAGUGUGGCUCAGCGAG. Result: 0 (no interaction). (9) The miRNA is mmu-miR-466a-3p with sequence UAUACAUACACGCACACAUAAGA. The protein sequence of the target gene is MQSFRERCGFHGKQQNYPQTSQETSRLENYRQPGQAGLSCDRQRLLAKDYYSPQPYTGYEGGTGTPSGTVATAAADKYHRGSKSLQGRPAFPSYVQDSSPYPGRYSGEEGLQTWGGPQPPPPQPQPLPGAVSKYEENLMKKTVVPPPNRQYPEQGPQLPFRTHSLHVPPPQPQQPLAYPKLQRQKPQNDLASPLPFPQGSHFPQHSQSFPTSSTYAPTVQGGGQGAHSYKSCTAPSAQPHDRPMSANANLAPGQRVQNLHAYQPGRLGYEQQQQALQGRHHTQETLHYQNLAKYQHYGQQ.... Result: 1 (interaction). (10) The miRNA is hsa-miR-2467-3p with sequence AGCAGAGGCAGAGAGGCUCAGG. The protein sequence of the target gene is MEIGWMHNRRQRQVLVFFVLLSLSGAGAELGSYSVVEETERGSFVANLGKDLGLGLTEMSTRKARIISQGNKQHLQLKAQTGDLLINEKLDREELCGPTEPCILHFQVLMENPLEIFQAELRVIDINDHSPMFTEKEMILKIPENSPLGTEFPLNHALDLDVGSNNVQNYKISPSSHFRVLIHEFRDGRKYPELVLDKELDREEEPQLRLTLTALDGGSPPRSGTAQVRIEVVDINDNAPEFEQPIYKVQIPENSPLGSLVATVSARDLDGGANGKISYTLFQPSEDISKTLEVNPMTGE.... Result: 1 (interaction).